From a dataset of Forward reaction prediction with 1.9M reactions from USPTO patents (1976-2016). Predict the product of the given reaction. (1) Given the reactants [CH3:1][O:2][C:3]1[C:10](OC)=[CH:9][CH:8]=[CH:7][C:4]=1[CH2:5][NH2:6].[C:13](=[O:16])([O-])[O-].[K+].[K+].F[C:20]1[CH:21]=[C:22]([CH3:29])[CH:23]=[CH:24][C:25]=1[N+:26]([O-])=O.[Cl-].[NH4+], predict the reaction product. The product is: [CH3:1][O:2][C:3]1[CH:10]=[C:9]([O:16][CH3:13])[CH:8]=[CH:7][C:4]=1[CH2:5][NH:6][C:20]1[CH:21]=[C:22]([CH3:29])[CH:23]=[CH:24][C:25]=1[NH2:26]. (2) The product is: [C:1]([C:5]1[N:10]=[CH:9][C:8]([C:11]2[N:12]([C:32]([N:48]3[CH2:49][CH2:50][CH:45]([CH2:44][CH2:43][S:40]([CH3:39])(=[O:42])=[O:41])[CH2:46][CH2:47]3)=[O:33])[C@@:13]([C:25]3[CH:30]=[CH:29][C:28]([Cl:31])=[CH:27][CH:26]=3)([CH3:24])[C@@:14]([C:17]3[CH:22]=[CH:21][C:20]([Cl:23])=[CH:19][CH:18]=3)([CH3:16])[N:15]=2)=[C:7]([O:35][CH2:36][CH3:37])[CH:6]=1)([CH3:4])([CH3:2])[CH3:3]. Given the reactants [C:1]([C:5]1[N:10]=[CH:9][C:8]([C:11]2[N:12]([C:32](Cl)=[O:33])[C@@:13]([C:25]3[CH:30]=[CH:29][C:28]([Cl:31])=[CH:27][CH:26]=3)([CH3:24])[C@@:14]([C:17]3[CH:22]=[CH:21][C:20]([Cl:23])=[CH:19][CH:18]=3)([CH3:16])[N:15]=2)=[C:7]([O:35][CH2:36][CH3:37])[CH:6]=1)([CH3:4])([CH3:3])[CH3:2].Cl.[CH3:39][S:40]([CH2:43][CH2:44][CH:45]1[CH2:50][CH2:49][NH:48][CH2:47][CH2:46]1)(=[O:42])=[O:41], predict the reaction product. (3) Given the reactants [Br:1][C:2]1[CH:3]=[CH:4][C:5]([O:16][CH2:17][CH2:18]C)=[C:6]([C:8]2[CH:13]=[C:12]([Cl:14])[N:11]=[C:10]([NH2:15])[N:9]=2)[CH:7]=1.NC1N=C(C2C=C(Br)C=C[C:28]=2[OH:34])C=C(Cl)N=1, predict the reaction product. The product is: [Br:1][C:2]1[CH:3]=[CH:4][C:5]([O:16][CH2:17][CH2:18][O:34][CH3:28])=[C:6]([C:8]2[CH:13]=[C:12]([Cl:14])[N:11]=[C:10]([NH2:15])[N:9]=2)[CH:7]=1. (4) Given the reactants C[O:2][C:3](=[O:48])[CH2:4][CH2:5][CH2:6][CH2:7][C:8]([N:10]1[CH2:16][C@H:15]([NH:17][C:18](=[O:30])[C@@H:19]([N:21]([C:23]([O:25][C:26]([CH3:29])([CH3:28])[CH3:27])=[O:24])[CH3:22])[CH3:20])[C:14](=[O:31])[N:13]([CH2:32][C:33]2[C:42]3[C:37](=[CH:38][CH:39]=[CH:40][CH:41]=3)[CH:36]=[CH:35][C:34]=2[CH3:43])[C:12]2[CH:44]=[CH:45][CH:46]=[CH:47][C:11]1=2)=[O:9].[Li+].[OH-].C(O)(=O)CC(CC(O)=O)(C(O)=O)O, predict the reaction product. The product is: [C:26]([O:25][C:23]([N:21]([CH3:22])[C@@H:19]([CH3:20])[C:18]([NH:17][C@H:15]1[CH2:16][N:10]([C:8](=[O:9])[CH2:7][CH2:6][CH2:5][CH2:4][C:3]([OH:48])=[O:2])[C:11]2[CH:47]=[CH:46][CH:45]=[CH:44][C:12]=2[N:13]([CH2:32][C:33]2[C:42]3[C:37](=[CH:38][CH:39]=[CH:40][CH:41]=3)[CH:36]=[CH:35][C:34]=2[CH3:43])[C:14]1=[O:31])=[O:30])=[O:24])([CH3:27])([CH3:29])[CH3:28]. (5) Given the reactants [F:1][C:2]1[C:7]([OH:8])=[CH:6][N:5]=[C:4]2[N:9]([Si](C(C)C)(C(C)C)C(C)C)[CH:10]=[CH:11][C:3]=12.[F-].C([N+](CCCC)(CCCC)CCCC)CCC.[Cl-].[NH4+], predict the reaction product. The product is: [F:1][C:2]1[C:7]([OH:8])=[CH:6][N:5]=[C:4]2[NH:9][CH:10]=[CH:11][C:3]=12. (6) Given the reactants [F:1][C:2]1[CH:7]=[CH:6][C:5]([N:8]2[C:12]([C:13]3[CH:14]=[CH:15][C:16]4[N:17]([CH:19]=[C:20]([NH:22]C(=O)C)[N:21]=4)[N:18]=3)=[C:11]([C:26]3[CH:31]=[CH:30][C:29]([F:32])=[CH:28][CH:27]=3)[N:10]=[CH:9]2)=[CH:4][CH:3]=1.Cl.O1CCOCC1, predict the reaction product. The product is: [F:1][C:2]1[CH:7]=[CH:6][C:5]([N:8]2[C:12]([C:13]3[CH:14]=[CH:15][C:16]4[N:17]([CH:19]=[C:20]([NH2:22])[N:21]=4)[N:18]=3)=[C:11]([C:26]3[CH:31]=[CH:30][C:29]([F:32])=[CH:28][CH:27]=3)[N:10]=[CH:9]2)=[CH:4][CH:3]=1. (7) Given the reactants [F:1][C:2]([F:16])([F:15])[C:3]1[CH:4]=[C:5]2[C:9](=[CH:10][CH:11]=1)[NH:8][CH:7]=[C:6]2[CH2:12][CH2:13][NH2:14].[F:17][C:18]1[CH:19]=[C:20]([CH:31]=[CH:32][CH:33]=1)[CH2:21][C:22]1[CH:30]=[CH:29][C:25]([C:26](O)=[O:27])=[CH:24][CH:23]=1.CN(C(ON1N=NC2C=CC=NC1=2)=[N+](C)C)C.F[P-](F)(F)(F)(F)F.C(N(CC)C(C)C)(C)C, predict the reaction product. The product is: [F:17][C:18]1[CH:19]=[C:20]([CH:31]=[CH:32][CH:33]=1)[CH2:21][C:22]1[CH:30]=[CH:29][C:25]([C:26]([NH:14][CH2:13][CH2:12][C:6]2[C:5]3[C:9](=[CH:10][CH:11]=[C:3]([C:2]([F:15])([F:1])[F:16])[CH:4]=3)[NH:8][CH:7]=2)=[O:27])=[CH:24][CH:23]=1. (8) The product is: [CH3:1][O:2][C:3]1[CH:4]=[C:5]([CH2:6][CH2:7][NH:8][C:17]([C:13]2[S:12][CH:16]=[CH:15][CH:14]=2)=[O:18])[CH:9]=[CH:10][CH:11]=1. Given the reactants [CH3:1][O:2][C:3]1[CH:4]=[C:5]([CH:9]=[CH:10][CH:11]=1)[CH2:6][CH2:7][NH2:8].[S:12]1[CH:16]=[CH:15][CH:14]=[C:13]1[C:17](O)=[O:18].O.ON1C2C=CC=CC=2N=N1.Cl.C(N(CC)CCCN=C=NCC)C, predict the reaction product.